Regression. Given a peptide amino acid sequence and an MHC pseudo amino acid sequence, predict their binding affinity value. This is MHC class I binding data. From a dataset of Peptide-MHC class I binding affinity with 185,985 pairs from IEDB/IMGT. The peptide sequence is KIPRTKNM. The MHC is Mamu-A02 with pseudo-sequence Mamu-A02. The binding affinity (normalized) is 0.0823.